This data is from Experimentally validated miRNA-target interactions with 360,000+ pairs, plus equal number of negative samples. The task is: Binary Classification. Given a miRNA mature sequence and a target amino acid sequence, predict their likelihood of interaction. (1) The miRNA is hsa-miR-3681-3p with sequence ACACAGUGCUUCAUCCACUACU. The protein sequence of the target gene is MSLFPSLPLLLLSMVAASYSETVTCEDAQKTCPAVIACSSPGINGFPGKDGRDGTKGEKGEPGQGLRGLQGPPGKLGPPGNPGPSGSPGPKGQKGDPGKSPDGDSSLAASERKALQTEMARIKKWLTFSLGKQVGNKFFLTNGEIMTFEKVKALCVKFQASVATPRNAAENGAIQNLIKEEAFLGITDEKTEGQFVDLTGNRLTYTNWNEGEPNNAGSDEDCVLLLKNGQWNDVPCSTSHLAVCEFPI. Result: 1 (interaction). (2) The miRNA is rno-miR-130a-3p with sequence CAGUGCAAUGUUAAAAGGGCAU. The protein sequence of the target gene is MCDRNGGRRLRQWLIEQIDSSMYPGLIWENEEKSMFRIPWKHAGKQDYNQEVDASIFKAWAVFKGKFKEGDKAEPATWKTRLRCALNKSPDFEEVTDRSQLDISEPYKVYRIVPEEEQKCKLGVATAGCVNEVTEMECGRSEIDELIKEPSVDDYMGMIKRSPSPPEACRSQLLPDWWAQQPSTGVPLVTGYTTYDAHHSAFSQMVISFYYGGKLVGQATTTCPEGCRLSLSQPGLPGTKLYGPEGLELVRFPPADAIPSERQRQVTRKLFGHLERGVLLHSSRQGVFVKRLCQGRVFCS.... Result: 0 (no interaction). (3) The miRNA is hsa-miR-3671 with sequence AUCAAAUAAGGACUAGUCUGCA. The protein sequence of the target gene is MRGAGPSPRQSPRTLRPDPGPAMSFFRRKVKGKEQEKTSDVKSIKASISVHSPQKSTKNHALLEAAGPSHVAINAISANMDSFSSSRTATLKKQPSHMEAAHFGDLGRSCLDYQTQETKSSLSKTLEQVLHDTIVLPYFIQFMELRRMEHLVKFWLEAESFHSTTWSRIRAHSLNTVKQSSLAEPVSPSKKHETTASFLTDSLDKRLEDSGSAQLFMTHSEGIDLNNRTNSTQNHLLLSQECDSAHSLRLEMARAGTHQVSMETQESSSTLTVASRNSPASPLKELSGKLMKSIEQDAVN.... Result: 1 (interaction). (4) The miRNA is hsa-miR-4253 with sequence AGGGCAUGUCCAGGGGGU. The protein sequence of the target gene is MTLVLLGVAMVLLHRAACEKPLEETITPLTWRFTHSLYNATIYENSAPKTYVESPVKMGMYLAEPHWVVKYRIISGDAAGVFKTEEHVVGNFCFLRIRTKSSNTALLNREVRDSYTLVVQASDKSLEFEALTQVVVHILDQNDLKPLFSPPSYRFTISEDRPLKSPICKVTATDADLGQNAEFYYAFNARSEVFAIHPTSGVVTVAGKLNVTWRGKYELQVLAVDRMRKISEGNGFGNLAPLVIYVEPVHRKPPVITLVVLNPPEGDEGDIYATVTVDTNGSGAEVDSLEVVGGDPGKYF.... Result: 0 (no interaction). (5) The miRNA is hsa-miR-5582-5p with sequence UAGGCACACUUAAAGUUAUAGC. The protein sequence of the target gene is MTRHGKNCTAGAVYTYHEKKKDTAASGYGTQNIRLSRDAVKDFDCCCLSLQPCHDPVVTPDGYLYEREAILEYILHQKKEIARQMKAYEKQRGTRREEQKELQRAASQDHVRGFLEKESAIVSRPLNPFTAKALSGTSPDDVQPGPSVGPPSKDKDKVLPSFWIPSLTPEAKATKLEKPSRTVTCPMSGKPLRMSDLTPVHFTPLDSSVDRVGLITRSERYVCAVTRDSLSNATPCAVLRPSGAVVTLECVEKLIRKDMVDPVTGDKLTDRDIIVLQRGGTGFAGSGVKLQAEKSRPVMQ.... Result: 0 (no interaction). (6) Result: 1 (interaction). The miRNA is hsa-miR-548az-5p with sequence CAAAAGUGAUUGUGGUUUUUGC. The protein sequence of the target gene is MSRRAPGSRLSSGGGGGGTKYPRSWNDWQPRTDSASADPDNLKYSSSRDRGGSSSYGLQPSNSAVVSRQRHDDTRVHADIQNDEKGGYSVNGGSGENTYGRKSLGQELRVNNVTSPEFTSVQHGSRALATKDMRKSQERSMSYSDESRLSNLLRRITREDDRDRRLATVKQLKEFIQQPENKLVLVKQLDNILAAVHDVLNESSKLLQELRQEGACCLGLLCASLSYEAEKIFKWIFSKFSSSAKDEVKLLYLCATYKALETVGEKKAFSSVMQLVMTSLQSILENVDTPELLCKCVKCI.... (7) Result: 1 (interaction). The protein sequence of the target gene is MVSMSFKRNRSDRFYSTRCCGCCHVRTGTIILGTWYMVVNLLMAILLTVEVTHPNSMPAVNIQYEVIGNYYSSERMADNACVLFAVSVLMFIISSMLVYGAISYQVGWLIPFFCYRLFDFVLSCLVAISSLTYLPRIKEYLDQLPDFPYKDDLLALDSSCLLFIVLVFFALFIIFKAYLINCVWNCYKYINNRNVPEIAVYPAFEAPPQYVLPTYEMAVKMPEKEPPPPYLPA. The miRNA is hsa-miR-3688-5p with sequence AGUGGCAAAGUCUUUCCAUAU. (8) Result: 1 (interaction). The protein sequence of the target gene is MLLYRGAPAGPGAPGCGLARPGGGPQAFGIRLSTMSPRYLQSNSSSHTRPFSAIAELLDNAVDPDVSARTVFIDVEEVKNKSCLTFTDDGCGMTPHKLHRMLSFGFTDKVIKKSQCPIGVFGNGFKSGSMRLGKDALVFTKNGGTLTVGLLSQTYLECVQAQAVIVPIVPFNQQNKKMIITEDSLPSLEAILNYSIFNRENDLLAQFDAIPGKKGTRVLIWNIRRNKNGKSELDFDTDQYDILVSDFDTEEKMTGGVTSELPETEYSLRAFCGILYMKPRMKIFLRQKKVTTQMIAKSLA.... The miRNA is hsa-miR-124-3p with sequence UAAGGCACGCGGUGAAUGCCAA. (9) The miRNA is hsa-miR-4731-3p with sequence CACACAAGUGGCCCCCAACACU. The protein sequence of the target gene is MPREDRATWKSNYFLKIIQLLDDYPKCFIVGADNVGSKQMQQIRMSLRGKAVVLMGKNTMMRKAIRGHLENNPALEKLLPHIRGNVGFVFTKEDLTEIRDMLLANKVPAAARAGAIAPCEVTVPAQNTGLGPEKTSFFQALGITTKISRGTIEILSDVQLIKTGDKVGASEATLLNMLNISPFSFGLIIQQVFDNGSIYNPEVLDITEQALHSRFLEGVRNVASVCLQIGYPTVASVPHSIINGYKRVLALSVETEYTFPLTEKVKAFLADPSAFAAAAPAAAATTAAPAAAAAPAKAEA.... Result: 0 (no interaction).